The task is: Predict the product of the given reaction.. This data is from Forward reaction prediction with 1.9M reactions from USPTO patents (1976-2016). (1) Given the reactants C[O:2][C:3]([C:5]1[CH:6]=[C:7]([C:29]2[CH:34]=[CH:33][C:32]([O:35][CH3:36])=[CH:31][C:30]=2[C:37]([F:40])([F:39])[F:38])[CH:8]=[CH:9][C:10]=1[CH2:11][N:12]1[CH:17]=[C:16]2[N:18]=[C:19]([C:21]3[CH:26]=[CH:25][CH:24]=[C:23]([F:27])[C:22]=3[F:28])[N:20]=[C:15]2[CH:14]=[N:13]1)=[O:4].[OH-].[K+], predict the reaction product. The product is: [F:28][C:22]1[C:23]([F:27])=[CH:24][CH:25]=[CH:26][C:21]=1[C:19]1[N:20]=[C:15]2[CH:14]=[N:13][N:12]([CH2:11][C:10]3[CH:9]=[CH:8][C:7]([C:29]4[CH:34]=[CH:33][C:32]([O:35][CH3:36])=[CH:31][C:30]=4[C:37]([F:38])([F:39])[F:40])=[CH:6][C:5]=3[C:3]([OH:4])=[O:2])[CH:17]=[C:16]2[N:18]=1. (2) Given the reactants [O:1]1[CH2:6][CH2:5][N:4]([C:7]2[CH:12]=[CH:11][C:10]([NH:13][CH:14]=[C:15]3[C:23]4[C:18](=[CH:19][CH:20]=[CH:21][CH:22]=4)[NH:17][C:16]3=[O:24])=[CH:9][CH:8]=2)[CH2:3][CH2:2]1.[CH2:25]=O.[NH:27]1[CH2:32][CH2:31][CH2:30][CH2:29][CH2:28]1, predict the reaction product. The product is: [N:4]1([C:7]2[CH:12]=[CH:11][C:10]([NH:13][CH:14]=[C:15]3[C:23]4[C:18](=[CH:19][CH:20]=[CH:21][CH:22]=4)[N:17]([CH2:25][N:27]4[CH2:32][CH2:31][CH2:30][CH2:29][CH2:28]4)[C:16]3=[O:24])=[CH:9][CH:8]=2)[CH2:5][CH2:6][O:1][CH2:2][CH2:3]1. (3) Given the reactants [F:1][C:2]1[CH:7]=[CH:6][C:5]([OH:8])=[CH:4][CH:3]=1.O[CH:10]([C:33]1[CH:38]=[CH:37][CH:36]=[CH:35][CH:34]=1)[CH2:11][CH2:12][CH2:13][CH2:14][N:15]1[CH2:20][CH2:19][CH:18]([C:21]2[CH:22]=[C:23]([NH:27][C:28](=[O:32])[CH:29]([CH3:31])[CH3:30])[CH:24]=[CH:25][CH:26]=2)[CH2:17][CH2:16]1, predict the reaction product. The product is: [F:1][C:2]1[CH:7]=[CH:6][C:5]([O:8][CH:10]([C:33]2[CH:34]=[CH:35][CH:36]=[CH:37][CH:38]=2)[CH2:11][CH2:12][CH2:13][CH2:14][N:15]2[CH2:20][CH2:19][CH:18]([C:21]3[CH:22]=[C:23]([NH:27][C:28](=[O:32])[CH:29]([CH3:31])[CH3:30])[CH:24]=[CH:25][CH:26]=3)[CH2:17][CH2:16]2)=[CH:4][CH:3]=1.